This data is from Full USPTO retrosynthesis dataset with 1.9M reactions from patents (1976-2016). The task is: Predict the reactants needed to synthesize the given product. (1) Given the product [CH3:47][O:48][CH2:49][CH2:50][CH2:51][C:52]1[CH:53]=[CH:54][C:55]([C:35]2[CH:34]=[CH:33][C:32]([C:25]([NH:81][C:79]([NH:73][C:72]3([CH3:1])[CH:74]4[CH2:77][CH2:78][N:70]([CH2:76][CH2:75]4)[CH2:71]3)=[O:80])([CH3:26])[CH3:31])=[CH:37][CH:36]=2)=[CH:56][CH:57]=1, predict the reactants needed to synthesize it. The reactants are: [CH3:1]C1(C)C(C)(C)OB(C2C=CC(C3(C(OCC)=O)CC3)=CC=2)O1.C[C:25]([C:32]1[CH:37]=[CH:36][C:35](B2OC(C)(C)C(C)(C)O2)=[CH:34][CH:33]=1)([CH3:31])[C:26](OCC)=O.[CH3:47][O:48][CH2:49][CH2:50][CH2:51][C:52]1[CH:57]=[CH:56][C:55](C2C=CC(C(C)(C)C(O)=O)=CC=2)=[CH:54][CH:53]=1.[N:70]12[CH2:78][CH2:77][CH:74]([CH2:75][CH2:76]1)[N:73]([C:79]([N:81]1CCN(C3C=CC=CC=3)CC1)=[O:80])[CH2:72][CH2:71]2. (2) Given the product [Br:13][CH2:10][C:4]1[CH:5]=[CH:6][C:7]([S:8][CH3:9])=[C:2]([F:1])[CH:3]=1, predict the reactants needed to synthesize it. The reactants are: [F:1][C:2]1[CH:3]=[C:4]([CH2:10]O)[CH:5]=[CH:6][C:7]=1[S:8][CH3:9].C(Br)(Br)(Br)[Br:13].C1(P(C2C=CC=CC=2)C2C=CC=CC=2)C=CC=CC=1. (3) Given the product [CH2:1]([O:3][C:4]([C:5]1[CH:6]=[C:7]([C:8]2[CH:13]=[CH:12][C:11]([O:14][C:15]([F:18])([F:17])[F:16])=[CH:10][CH:9]=2)[NH:24][N:23]=1)=[O:21])[CH3:2], predict the reactants needed to synthesize it. The reactants are: [CH2:1]([O:3][C:4](=[O:21])/[C:5](/O)=[CH:6]/[C:7](=O)[C:8]1[CH:13]=[CH:12][C:11]([O:14][C:15]([F:18])([F:17])[F:16])=[CH:10][CH:9]=1)[CH3:2].O.[NH2:23][NH2:24]. (4) Given the product [F:1][C:2]1[CH:3]=[C:4]([CH:20]=[C:21]([F:23])[CH:22]=1)[O:5][C:6]1[CH:7]=[C:8]([CH:11]=[C:12]([O:14][CH:15]([CH3:19])[CH2:16][O:17][CH3:18])[CH:13]=1)[C:9]([OH:28])=[O:27], predict the reactants needed to synthesize it. The reactants are: [F:1][C:2]1[CH:3]=[C:4]([CH:20]=[C:21]([F:23])[CH:22]=1)[O:5][C:6]1[CH:7]=[C:8]([CH:11]=[C:12]([O:14][CH:15]([CH3:19])[CH2:16][O:17][CH3:18])[CH:13]=1)[C:9]#N.C(O)C.[OH2:27].[OH-:28].[Na+]. (5) Given the product [F:1][C:2]1[CH:29]=[C:28]([F:30])[CH:27]=[CH:26][C:3]=1[O:4][C:5]1[CH:10]=[CH:9][C:8]([S:11](=[O:14])(=[O:13])[NH2:12])=[CH:7][C:6]=1[C:15]1[NH:19][C:18]([CH3:20])=[C:17]([C:21]([OH:23])=[O:22])[CH:16]=1, predict the reactants needed to synthesize it. The reactants are: [F:1][C:2]1[CH:29]=[C:28]([F:30])[CH:27]=[CH:26][C:3]=1[O:4][C:5]1[CH:10]=[CH:9][C:8]([S:11](=[O:14])(=[O:13])[NH2:12])=[CH:7][C:6]=1[C:15]1[NH:19][C:18]([CH3:20])=[C:17]([C:21]([O:23]CC)=[O:22])[CH:16]=1.[OH-].[Li+].C(O)C.O1CCOCC1. (6) Given the product [CH2:18]([O:15][C:10]1[CH:11]=[CH:12][CH:13]=[CH:14][C:9]=1[C:3]1[C:2]([Cl:1])=[CH:7][CH:6]=[CH:5][C:4]=1[Cl:8])[CH:17]=[CH2:16], predict the reactants needed to synthesize it. The reactants are: [Cl:1][C:2]1[CH:7]=[CH:6][CH:5]=[C:4]([Cl:8])[C:3]=1[C:9]1[C:10]([OH:15])=[CH:11][CH:12]=[CH:13][CH:14]=1.[CH2:16](Br)[CH:17]=[CH2:18].C(=O)([O-])[O-].[K+].[K+].O. (7) Given the product [ClH:59].[NH2:51][CH2:50][C@H:47]1[CH2:48][CH2:49][C@H:44]([C:42]([NH:41][C@H:26]([C:27](=[O:40])[NH:28][C:29]2[CH:30]=[CH:31][C:32]([C:35]3[NH:39][N:38]=[N:37][N:36]=3)=[CH:33][CH:34]=2)[CH2:25][C:22]2[CH:23]=[CH:24][C:19]([C:3]3[CH:4]=[CH:5][C:6]([C:8]([NH:9][CH:10]4[CH2:11][CH2:12][CH:13]([NH:16][CH3:17])[CH2:14][CH2:15]4)=[O:18])=[CH:7][C:2]=3[CH3:1])=[CH:20][CH:21]=2)=[O:43])[CH2:45][CH2:46]1, predict the reactants needed to synthesize it. The reactants are: [CH3:1][C:2]1[CH:7]=[C:6]([C:8](=[O:18])[NH:9][CH:10]2[CH2:15][CH2:14][CH:13]([NH:16][CH3:17])[CH2:12][CH2:11]2)[CH:5]=[CH:4][C:3]=1[C:19]1[CH:24]=[CH:23][C:22]([CH2:25][C@H:26]([NH:41][C:42]([C@H:44]2[CH2:49][CH2:48][C@H:47]([CH2:50][NH:51]C(=O)OC(C)(C)C)[CH2:46][CH2:45]2)=[O:43])[C:27](=[O:40])[NH:28][C:29]2[CH:34]=[CH:33][C:32]([C:35]3[NH:39][N:38]=[N:37][N:36]=3)=[CH:31][CH:30]=2)=[CH:21][CH:20]=1.[ClH:59]. (8) Given the product [C:20]([O:19][C@H:8]1[C@H:9]([O:15][C:16](=[O:18])[CH3:17])[C@H:10]([O:11][C:12](=[O:14])[CH3:13])[C@H:5]([C:31]2[CH:32]=[C:33]([CH3:36])[CH:34]=[CH:35][C:30]=2[O:29][CH3:28])[O:6][CH:7]1[CH2:23][O:24][C:25](=[O:27])[CH3:26])(=[O:22])[CH3:21], predict the reactants needed to synthesize it. The reactants are: C(O[CH:5]1[C@@H:10]([O:11][C:12](=[O:14])[CH3:13])[C@@H:9]([O:15][C:16](=[O:18])[CH3:17])[C@H:8]([O:19][C:20](=[O:22])[CH3:21])[CH:7]([CH2:23][O:24][C:25](=[O:27])[CH3:26])[O:6]1)(=O)C.[CH3:28][O:29][C:30]1[CH:35]=[CH:34][C:33]([CH3:36])=[CH:32][CH:31]=1.[Sn](Cl)(Cl)(Cl)Cl.